From a dataset of Full USPTO retrosynthesis dataset with 1.9M reactions from patents (1976-2016). Predict the reactants needed to synthesize the given product. (1) Given the product [NH2:11][C:10]1[C:9](=[O:14])[CH:8]=[CH:7][N:6]([CH2:15][O:16][CH2:17][CH2:18][Si:19]([CH3:22])([CH3:21])[CH3:20])[C:5]=1[NH:4][CH2:3][C:2]([F:1])([F:30])[C:23]1[CH:28]=[CH:27][CH:26]=[CH:25][N+:24]=1[O-:29], predict the reactants needed to synthesize it. The reactants are: [F:1][C:2]([F:30])([C:23]1[CH:28]=[CH:27][CH:26]=[CH:25][N+:24]=1[O-:29])[CH2:3][NH:4][C:5]1[N:6]([CH2:15][O:16][CH2:17][CH2:18][Si:19]([CH3:22])([CH3:21])[CH3:20])[CH:7]=[CH:8][C:9](=[O:14])[C:10]=1[N+:11]([O-])=O. (2) Given the product [F:11][CH:10]([F:12])[O:9][C:4]1[CH:3]=[C:2]([B:13]2[O:17][C:16]([CH3:19])([CH3:18])[C:15]([CH3:21])([CH3:20])[O:14]2)[CH:7]=[CH:6][C:5]=1[F:8], predict the reactants needed to synthesize it. The reactants are: Br[C:2]1[CH:7]=[CH:6][C:5]([F:8])=[C:4]([O:9][CH:10]([F:12])[F:11])[CH:3]=1.[B:13]1([B:13]2[O:17][C:16]([CH3:19])([CH3:18])[C:15]([CH3:21])([CH3:20])[O:14]2)[O:17][C:16]([CH3:19])([CH3:18])[C:15]([CH3:21])([CH3:20])[O:14]1.C([O-])(=O)C.[K+]. (3) Given the product [CH2:22]([O:21][C:20]1[C:19](=[O:29])[N:18]2[CH:30]=[C:31]([CH2:34][N:35]3[CH2:40][CH2:39][O:38][CH2:37][CH2:36]3)[CH:32]=[CH:33][C:17]2=[N:16][C:15]=1[C:13]1[O:14][C:9]([CH2:8][C:5]2[CH:4]=[CH:3][C:2]([F:1])=[CH:7][CH:6]=2)=[N:11][N:12]=1)[C:23]1[CH:28]=[CH:27][CH:26]=[CH:25][CH:24]=1, predict the reactants needed to synthesize it. The reactants are: [F:1][C:2]1[CH:7]=[CH:6][C:5]([CH2:8][C:9]([NH:11][NH:12][C:13]([C:15]2[N:16]=[C:17]3[CH:33]=[CH:32][C:31]([CH2:34][N:35]4[CH2:40][CH2:39][O:38][CH2:37][CH2:36]4)=[CH:30][N:18]3[C:19](=[O:29])[C:20]=2[O:21][CH2:22][C:23]2[CH:28]=[CH:27][CH:26]=[CH:25][CH:24]=2)=[O:14])=O)=[CH:4][CH:3]=1.C(Cl)(Cl)(Cl)Cl.C(N(CC)CC)C.C1(P(C2C=CC=CC=2)C2C=CC=CC=2)C=CC=CC=1. (4) Given the product [O:1]1[C:5]2[CH:6]=[CH:7][C:8]([CH:10]([CH2:17][C:18]3[CH:22]=[C:21]([SH:38])[N:20]([CH2:24][C:25]([F:28])([F:27])[F:26])[N:19]=3)[CH2:11][C:12]([O:14][CH2:15][CH3:16])=[O:13])=[CH:9][C:4]=2[O:3][CH2:2]1, predict the reactants needed to synthesize it. The reactants are: [O:1]1[C:5]2[CH:6]=[CH:7][C:8]([CH:10]([CH2:17][C:18]3[CH:22]=[C:21](O)[N:20]([CH2:24][C:25]([F:28])([F:27])[F:26])[N:19]=3)[CH2:11][C:12]([O:14][CH2:15][CH3:16])=[O:13])=[CH:9][C:4]=2[O:3][CH2:2]1.COC1C=CC(P2(=S)SP(=S)(C3C=CC(OC)=CC=3)[S:38]2)=CC=1.